From a dataset of Catalyst prediction with 721,799 reactions and 888 catalyst types from USPTO. Predict which catalyst facilitates the given reaction. (1) Reactant: [CH3:1][C:2]([CH3:21])([CH3:20])[C:3]([NH:5][C:6]1[CH:15]=[CH:14][CH:13]=[C:12]([O:16][CH2:17][C:18]#[CH:19])[C:7]=1[C:8]([O:10][CH3:11])=[O:9])=[O:4]. Product: [CH3:1][C:2]([CH3:21])([CH3:20])[C:3]([NH:5][C:6]1[C:7]([C:8]([O:10][CH3:11])=[O:9])=[C:12]2[C:13]([CH:19]=[CH:18][CH2:17][O:16]2)=[CH:14][CH:15]=1)=[O:4]. The catalyst class is: 11. (2) Reactant: [F:1][C:2]1[C:7]([C:8]([C:10]2[CH:11]=[C:12]3[C:17](=[CH:18][CH:19]=2)[N:16]=[CH:15][CH:14]=[N:13]3)=[O:9])=[C:6]([F:20])[CH:5]=[CH:4][C:3]=1[NH:21]C(=O)OC(C)(C)C. Product: [NH2:21][C:3]1[C:2]([F:1])=[C:7]([C:8]([C:10]2[CH:11]=[C:12]3[C:17](=[CH:18][CH:19]=2)[N:16]=[CH:15][CH:14]=[N:13]3)=[O:9])[C:6]([F:20])=[CH:5][CH:4]=1. The catalyst class is: 5. (3) Reactant: [Cl:1][C:2]1[CH:27]=[C:26]([C:28]2[CH2:33][CH2:32][C:31](=[O:34])[NH:30][N:29]=2)[CH:25]=[CH:24][C:3]=1[O:4][CH2:5][CH2:6][CH2:7][O:8][CH2:9][CH2:10][C:11]1[CH:16]=[CH:15][C:14]([O:17]C(=O)C(C)(C)C)=[CH:13][CH:12]=1.[OH-].[Li+].C(OC)(C)(C)C.Cl. Product: [Cl:1][C:2]1[CH:27]=[C:26]([C:28]2[CH2:33][CH2:32][C:31](=[O:34])[NH:30][N:29]=2)[CH:25]=[CH:24][C:3]=1[O:4][CH2:5][CH2:6][CH2:7][O:8][CH2:9][CH2:10][C:11]1[CH:16]=[CH:15][C:14]([OH:17])=[CH:13][CH:12]=1. The catalyst class is: 30. (4) Reactant: [F:1][C:2]1[CH:10]=[CH:9][C:5]([C:6](Cl)=[O:7])=[CH:4][CH:3]=1.[C:11]1(/[CH:17]=[CH:18]/[C:19]2[O:20][C:21]3[CH2:27][CH2:26][NH:25][CH2:24][CH2:23][C:22]=3[N:28]=2)[CH:16]=[CH:15][CH:14]=[CH:13][CH:12]=1. Product: [F:1][C:2]1[CH:10]=[CH:9][C:5]([C:6]([N:25]2[CH2:26][CH2:27][C:21]3[O:20][C:19](/[CH:18]=[CH:17]/[C:11]4[CH:16]=[CH:15][CH:14]=[CH:13][CH:12]=4)=[N:28][C:22]=3[CH2:23][CH2:24]2)=[O:7])=[CH:4][CH:3]=1. The catalyst class is: 326. (5) Product: [CH2:1]([N:3]1[C:7]2=[N:8][C:9]([CH2:32][CH3:33])=[C:10]([CH2:19][NH:20][C:21]([C:23]3[CH:24]=[CH:72][CH:71]=[C:88]([C:86]([NH:34][CH2:35][C:36]4[CH:41]=[CH:40][N:39]=[C:38]([C:42]5[CH:47]=[CH:46][CH:45]=[C:44]([CH2:48][CH:49]6[CH2:50][CH2:51][NH:52][CH2:53][CH2:54]6)[CH:43]=5)[CH:37]=4)=[O:92])[N:28]=3)=[O:22])[C:11]([NH:12][CH:13]3[CH2:18][CH2:17][O:16][CH2:15][CH2:14]3)=[C:6]2[CH:5]=[N:4]1)[CH3:2]. Reactant: [CH2:1]([N:3]1[C:7]2=[N:8][C:9]([CH2:32][CH3:33])=[C:10]([CH2:19][NH:20][C:21]([C:23]3[N:28]=C(C(O)=O)C=C[CH:24]=3)=[O:22])[C:11]([NH:12][CH:13]3[CH2:18][CH2:17][O:16][CH2:15][CH2:14]3)=[C:6]2[CH:5]=[N:4]1)[CH3:2].[NH2:34][CH2:35][C:36]1[CH:41]=[CH:40][N:39]=[C:38]([C:42]2[CH:43]=[C:44]([CH2:48][CH:49]3[CH2:54][CH2:53][N:52](C(OC(C)(C)C)=O)[CH2:51][CH2:50]3)[CH:45]=[CH:46][CH:47]=2)[CH:37]=1.CN(C(ON1N=N[C:72]2C=CC=C[C:71]1=2)=[N+](C)C)C.F[P-](F)(F)(F)(F)F.[C:86]([OH:92])([C:88](F)(F)F)=O. The catalyst class is: 4. (6) Reactant: [N-:1]=[N+:2]=[N-:3].[Na+].[Br:5][C:6]1[CH:16]=[CH:15][C:9]([CH:10]=[CH:11][C:12](Cl)=[O:13])=[CH:8][CH:7]=1. Product: [Br:5][C:6]1[CH:7]=[CH:8][C:9]([CH:10]=[CH:11][C:12]([N:1]=[N+:2]=[N-:3])=[O:13])=[CH:15][CH:16]=1. The catalyst class is: 283.